This data is from Forward reaction prediction with 1.9M reactions from USPTO patents (1976-2016). The task is: Predict the product of the given reaction. (1) Given the reactants [C:1]([O:5][C:6]([N:8]1[CH2:13][CH2:12][N:11]([C:14]2[N:22]([CH2:23][C:24]#[C:25][CH3:26])[C:21]3[C:20](=[O:27])[N:19]([CH2:28][O:29][C:30](=[O:35])[C:31]([CH3:34])([CH3:33])[CH3:32])[C:18](=[O:36])[NH:17][C:16]=3[N:15]=2)[CH2:10][CH2:9]1)=[O:7])([CH3:4])([CH3:3])[CH3:2].C(=O)([O-])[O-].[K+].[K+].Br[CH2:44][CH2:45][O:46][CH2:47][CH3:48], predict the reaction product. The product is: [C:1]([O:5][C:6]([N:8]1[CH2:13][CH2:12][N:11]([C:14]2[N:22]([CH2:23][C:24]#[C:25][CH3:26])[C:21]3[C:20](=[O:27])[N:19]([CH2:28][O:29][C:30](=[O:35])[C:31]([CH3:34])([CH3:33])[CH3:32])[C:18](=[O:36])[N:17]([CH2:44][CH2:45][O:46][CH2:47][CH3:48])[C:16]=3[N:15]=2)[CH2:10][CH2:9]1)=[O:7])([CH3:2])([CH3:4])[CH3:3]. (2) Given the reactants [Si]([O:8][CH:9]([C:22]1[O:23][C:24]([C:27]2[CH:28]=[C:29]([OH:33])[CH:30]=[CH:31][CH:32]=2)=[CH:25][N:26]=1)[CH2:10][CH2:11][CH2:12][CH2:13][CH2:14][CH2:15][C:16]1[CH:21]=[CH:20][CH:19]=[CH:18][CH:17]=1)(C(C)(C)C)(C)C.[Si](OC(C1OC([Sn](CCCC)(CCCC)CCCC)=CN=1)CCCCCCC1C=CC=CC=1)(C(C)(C)C)(C)C.IC1C=C(O)C=CC=1, predict the reaction product. The product is: [OH:33][C:29]1[CH:28]=[C:27]([C:24]2[O:23][C:22]([C:9](=[O:8])[CH2:10][CH2:11][CH2:12][CH2:13][CH2:14][CH2:15][C:16]3[CH:17]=[CH:18][CH:19]=[CH:20][CH:21]=3)=[N:26][CH:25]=2)[CH:32]=[CH:31][CH:30]=1. (3) Given the reactants C(OC([NH:8][CH:9]1[CH2:14][CH2:13][N:12]([CH2:15][CH2:16][C:17]2[CH:22]=[CH:21][C:20]([NH:23][C:24](=[O:40])[CH2:25][C:26]([C:28]3[CH:33]=[CH:32][C:31]([C:34]4[CH:39]=[CH:38][CH:37]=[CH:36][CH:35]=4)=[CH:30][CH:29]=3)=[O:27])=[CH:19][C:18]=2[Cl:41])[CH2:11][CH2:10]1)=O)(C)(C)C.FC(F)(F)C(O)=O.C(=O)([O-])O.[Na+], predict the reaction product. The product is: [NH2:8][CH:9]1[CH2:10][CH2:11][N:12]([CH2:15][CH2:16][C:17]2[CH:22]=[CH:21][C:20]([NH:23][C:24](=[O:40])[CH2:25][C:26]([C:28]3[CH:29]=[CH:30][C:31]([C:34]4[CH:35]=[CH:36][CH:37]=[CH:38][CH:39]=4)=[CH:32][CH:33]=3)=[O:27])=[CH:19][C:18]=2[Cl:41])[CH2:13][CH2:14]1. (4) Given the reactants Br[CH2:2][CH2:3][O:4][C:5]1[CH:10]=[CH:9][C:8]([NH:11][C:12](=[O:20])[C:13]2[CH:18]=[CH:17][CH:16]=[C:15]([F:19])[CH:14]=2)=[CH:7][C:6]=1[C:21]1[N:25]([CH3:26])[N:24]=[CH:23][CH:22]=1.O.[NH2:28][C:29]1[NH:33][N:32]=[N:31][N:30]=1.[H-].[Na+], predict the reaction product. The product is: [F:19][C:15]1[CH:14]=[C:13]([CH:18]=[CH:17][CH:16]=1)[C:12]([NH:11][C:8]1[CH:9]=[CH:10][C:5]([O:4][CH2:3][CH2:2][NH:28][C:29]2[NH:33][N:32]=[N:31][N:30]=2)=[C:6]([C:21]2[N:25]([CH3:26])[N:24]=[CH:23][CH:22]=2)[CH:7]=1)=[O:20]. (5) Given the reactants [CH3:1][C:2]1[CH:3]=[C:4]([O:8][C:9]2[C:10]([C:26]([NH:28]CC3C=CC(OC)=CC=3)=[O:27])=[C:11]([NH:17][C:18]3[CH:23]=[CH:22][C:21]([I:24])=[CH:20][C:19]=3[F:25])[N:12]([CH3:16])[C:13](=[O:15])[CH:14]=2)[CH:5]=[N:6][CH:7]=1.[Cl-].[Al+3].[Cl-].[Cl-].C(OCC)(=O)C.O, predict the reaction product. The product is: [F:25][C:19]1[CH:20]=[C:21]([I:24])[CH:22]=[CH:23][C:18]=1[NH:17][C:11]1[N:12]([CH3:16])[C:13](=[O:15])[CH:14]=[C:9]([O:8][C:4]2[CH:5]=[N:6][CH:7]=[C:2]([CH3:1])[CH:3]=2)[C:10]=1[C:26]([NH2:28])=[O:27].